This data is from Forward reaction prediction with 1.9M reactions from USPTO patents (1976-2016). The task is: Predict the product of the given reaction. (1) Given the reactants [NH2:1][C:2]1[CH:7]=[CH:6][C:5]([Cl:8])=[CH:4][C:3]=1[C:9]([C:11]1[CH:16]=[CH:15][CH:14]=[CH:13][CH:12]=1)=[O:10].[CH2:17]([C:19]1[CH:24]=[CH:23][C:22]([S:25](Cl)(=[O:27])=[O:26])=[CH:21][CH:20]=1)[CH3:18], predict the reaction product. The product is: [C:9]([C:3]1[CH:4]=[C:5]([Cl:8])[CH:6]=[CH:7][C:2]=1[NH:1][S:25]([C:22]1[CH:23]=[CH:24][C:19]([CH2:17][CH3:18])=[CH:20][CH:21]=1)(=[O:27])=[O:26])(=[O:10])[C:11]1[CH:12]=[CH:13][CH:14]=[CH:15][CH:16]=1. (2) The product is: [F:1][C:2]1[C:3]([CH3:18])=[C:4]([NH:11][C:12]2[CH:17]=[CH:16][CH:15]=[CH:14][CH:13]=2)[C:5]([NH2:8])=[CH:6][CH:7]=1. Given the reactants [F:1][C:2]1[C:3]([CH3:18])=[C:4]([NH:11][C:12]2[CH:17]=[CH:16][CH:15]=[CH:14][CH:13]=2)[C:5]([N+:8]([O-])=O)=[CH:6][CH:7]=1.CO.[NH4+].[Cl-], predict the reaction product. (3) The product is: [CH3:15][O:16][C:2]1[CH:7]=[C:6]([C:8]([O:10][CH3:11])=[O:9])[C:5]([N+:12]([O-:14])=[O:13])=[CH:4][N:3]=1. Given the reactants Cl[C:2]1[CH:7]=[C:6]([C:8]([O:10][CH3:11])=[O:9])[C:5]([N+:12]([O-:14])=[O:13])=[CH:4][N:3]=1.[CH3:15][O-:16].[Na+], predict the reaction product.